This data is from Catalyst prediction with 721,799 reactions and 888 catalyst types from USPTO. The task is: Predict which catalyst facilitates the given reaction. (1) Reactant: N([O-])=O.[Na+].N[C@@H:6]([CH2:10][CH:11]1[CH2:16][CH2:15][CH2:14][CH2:13][CH2:12]1)[C:7]([OH:9])=[O:8].[Br-:17].[K+].S(=O)(=O)(O)O. Product: [Br:17][C@@H:6]([CH2:10][CH:11]1[CH2:16][CH2:15][CH2:14][CH2:13][CH2:12]1)[C:7]([OH:9])=[O:8]. The catalyst class is: 6. (2) Reactant: [N:1]1([C:10]2[N:18]=[C:17](Cl)[N:16]=[C:15]3[C:11]=2[N:12]=[CH:13][NH:14]3)[C:5]2[CH:6]=[CH:7][CH:8]=[CH:9][C:4]=2[N:3]=[CH:2]1.[NH:20]1[CH2:24][CH2:23][CH2:22][C@@H:21]1[CH2:25][OH:26]. Product: [N:1]1([C:10]2[N:18]=[C:17]([N:20]3[CH2:24][CH2:23][CH2:22][C@@H:21]3[CH2:25][OH:26])[N:16]=[C:15]3[C:11]=2[N:12]=[CH:13][NH:14]3)[C:5]2[CH:6]=[CH:7][CH:8]=[CH:9][C:4]=2[N:3]=[CH:2]1. The catalyst class is: 16. (3) Reactant: [N+:1](=[CH2:3])=[N-:2].CC1C=CC(S(N(N=O)C)(=O)=O)=CC=1.[CH3:18][O:19][C:20](=[O:25])[C:21](Br)=[CH:22][CH3:23].C(O)(=O)C. Product: [CH3:23][C:22]1[CH:3]=[N:1][NH:2][C:21]=1[C:20]([O:19][CH3:18])=[O:25]. The catalyst class is: 27.